From a dataset of Forward reaction prediction with 1.9M reactions from USPTO patents (1976-2016). Predict the product of the given reaction. (1) Given the reactants CO[N:3]=[C:4]1[C:12]2[C:7](=[C:8]([N:13]3[CH2:18][CH2:17][CH2:16][CH2:15][CH2:14]3)[CH:9]=[CH:10][CH:11]=2)[CH2:6][CH2:5]1.N, predict the reaction product. The product is: [N:13]1([C:8]2[CH:9]=[CH:10][CH:11]=[C:12]3[C:7]=2[CH2:6][CH2:5][CH:4]3[NH2:3])[CH2:14][CH2:15][CH2:16][CH2:17][CH2:18]1. (2) The product is: [C:10]([C:4]1[C:5](=[O:9])[N:6]([CH:13]([CH:19]([CH3:21])[CH3:20])[C:14]([O:16][CH2:17][CH3:18])=[O:15])[CH:7]=[CH:8][C:3]=1[O:2][CH3:1])#[N:11]. Given the reactants [CH3:1][O:2][C:3]1[CH:8]=[CH:7][NH:6][C:5](=[O:9])[C:4]=1[C:10]#[N:11].Br[CH:13]([CH:19]([CH3:21])[CH3:20])[C:14]([O:16][CH2:17][CH3:18])=[O:15].C(=O)([O-])[O-].[Cs+].[Cs+].CN(C)C=O, predict the reaction product. (3) Given the reactants [CH3:1][O:2][C:3](=[O:12])[C:4]1[CH:9]=[CH:8][C:7]([OH:10])=[CH:6][C:5]=1[OH:11].C(=O)([O-])[O-:14].[K+].[K+].[CH2:19](Br)[C:20]1[CH:25]=[CH:24][CH:23]=[CH:22][CH:21]=1, predict the reaction product. The product is: [CH3:1][O:2][C:3](=[O:12])[C:4]1[CH:9]=[CH:8][C:7]([O:10][CH2:19][C:20]2[CH:25]=[CH:24][CH:23]=[CH:22][CH:21]=2)=[CH:6][C:5]=1[O:11][OH:14]. (4) Given the reactants [ClH:1].[F:2][C:3]1[CH:8]=[C:7]([CH3:9])[CH:6]=[CH:5][C:4]=1[N:10]1[C:14]2[CH:15]=[CH:16][CH:17]=[CH:18][C:13]=2[N:12]([CH2:19]/[CH:20]=[CH:21]\[CH2:22][NH:23][CH3:24])[S:11]1(=[O:26])=[O:25], predict the reaction product. The product is: [ClH:1].[F:2][C:3]1[CH:8]=[C:7]([CH3:9])[CH:6]=[CH:5][C:4]=1[N:10]1[C:14]2[CH:15]=[CH:16][CH:17]=[CH:18][C:13]=2[N:12]([CH2:19][CH2:20][CH2:21][CH2:22][NH:23][CH3:24])[S:11]1(=[O:26])=[O:25]. (5) Given the reactants C[O:2][C:3]1[CH:8]=[CH:7][CH:6]=[CH:5][C:4]=1[N:9]1[CH2:14][CH2:13][O:12][CH2:11][CH2:10]1.B(Br)(Br)Br, predict the reaction product. The product is: [O:12]1[CH2:11][CH2:10][N:9]([C:4]2[CH:5]=[CH:6][CH:7]=[CH:8][C:3]=2[OH:2])[CH2:14][CH2:13]1. (6) Given the reactants [CH2:1]([N:8]1[CH2:13][CH2:12][N:11]([C:14]2[CH:19]=[CH:18][C:17]([NH2:20])=[CH:16][N:15]=2)[CH2:10][CH2:9]1)[C:2]1[CH:7]=[CH:6][CH:5]=[CH:4][CH:3]=1.[CH:21]([C:24]1[CH:29]=[CH:28][C:27]([C:30]2[C:31]([C:37](O)=[O:38])=[CH:32][CH:33]=[CH:34][C:35]=2[CH3:36])=[CH:26][CH:25]=1)([CH3:23])[CH3:22].C1C=CC2N(O)N=NC=2C=1.CCN=C=NCCCN(C)C.Cl, predict the reaction product. The product is: [CH2:1]([N:8]1[CH2:13][CH2:12][N:11]([C:14]2[CH:19]=[CH:18][C:17]([NH:20][C:37]([C:31]3[C:30]([C:27]4[CH:26]=[CH:25][C:24]([CH:21]([CH3:23])[CH3:22])=[CH:29][CH:28]=4)=[C:35]([CH3:36])[CH:34]=[CH:33][CH:32]=3)=[O:38])=[CH:16][N:15]=2)[CH2:10][CH2:9]1)[C:2]1[CH:7]=[CH:6][CH:5]=[CH:4][CH:3]=1. (7) Given the reactants Br[C:2]1[C:3]([O:8][C:9]2[CH:14]=[CH:13][C:12]([NH:15][C:16]3[CH:21]=[CH:20][C:19]([CH3:22])=[CH:18][N:17]=3)=[CH:11][CH:10]=2)=[N:4][CH:5]=[CH:6][CH:7]=1.[CH3:23][O:24][C:25]1[CH:30]=[C:29](B(O)O)[CH:28]=[CH:27][N:26]=1.C(=O)([O-])[O-].[Na+].[Na+], predict the reaction product. The product is: [CH3:23][O:24][C:25]1[CH:30]=[C:29]([C:2]2[C:3]([O:8][C:9]3[CH:14]=[CH:13][C:12]([NH:15][C:16]4[CH:21]=[CH:20][C:19]([CH3:22])=[CH:18][N:17]=4)=[CH:11][CH:10]=3)=[N:4][CH:5]=[CH:6][CH:7]=2)[CH:28]=[CH:27][N:26]=1. (8) Given the reactants [O:1]1[CH:6]=[CH:5][CH2:4][CH2:3][CH:2]1[C:7]([O:9][CH2:10][CH3:11])=[O:8].[CH2:12]1COC[CH2:13]1.[Li+].CC([N-]C(C)C)C.C(I)C, predict the reaction product. The product is: [CH2:12]([C:2]1([C:7]([O:9][CH2:10][CH3:11])=[O:8])[CH2:3][CH2:4][CH:5]=[CH:6][O:1]1)[CH3:13].